This data is from Forward reaction prediction with 1.9M reactions from USPTO patents (1976-2016). The task is: Predict the product of the given reaction. (1) Given the reactants [CH3:1][P:2](=[O:7])([O:5][CH3:6])[O:3][CH3:4].[Li]CCCC.[C:13]1([CH2:19][C:20](OC)=[O:21])[CH:18]=[CH:17][CH:16]=[CH:15][CH:14]=1, predict the reaction product. The product is: [O:21]=[C:20]([CH2:19][C:13]1[CH:18]=[CH:17][CH:16]=[CH:15][CH:14]=1)[CH2:1][P:2](=[O:7])([O:5][CH3:6])[O:3][CH3:4]. (2) Given the reactants Br.BrC(C)[C:4]([C:6]1[CH:11]=[CH:10][N:9]=[CH:8]C=1)=[O:5].N1C=CC(C2NC(C3C=CN=CC=3)=C[C:23]=2[C:24](O)=[O:25])=CC=1.C([O-])(=O)C.[NH4+], predict the reaction product. The product is: [CH2:24]([O:25][C:4]([C:6]1[CH:11]=[CH:10][NH:9][CH:8]=1)=[O:5])[CH3:23]. (3) Given the reactants [Cl:1][C:2]1[N:10]=[C:9]([Cl:11])[CH:8]=[CH:7][C:3]=1[C:4](Cl)=[O:5].[NH2:12][CH:13]1[CH2:18][CH2:17][O:16][CH2:15][CH2:14]1.C(N(C(C)C)C(C)C)C, predict the reaction product. The product is: [Cl:1][C:2]1[N:10]=[C:9]([Cl:11])[CH:8]=[CH:7][C:3]=1[C:4]([NH:12][CH:13]1[CH2:18][CH2:17][O:16][CH2:15][CH2:14]1)=[O:5]. (4) Given the reactants [NH2:1][CH2:2][CH2:3][N:4]1[C:13]2[C:8](=[N:9][CH:10]=[C:11]([CH2:14][C:15]3[CH:20]=[CH:19][C:18]([F:21])=[CH:17][CH:16]=3)[CH:12]=2)[C:7]([OH:22])=[C:6]([C:23]([NH:25][CH2:26][CH2:27][O:28][CH2:29][CH2:30][OH:31])=[O:24])[C:5]1=[O:32].C(N(C(C)C)CC)(C)C.[CH3:42][N:43]([CH:45]=[O:46])[CH3:44], predict the reaction product. The product is: [CH3:42][N:43]([CH3:44])[C:45]([NH:1][CH2:2][CH2:3][N:4]1[C:13]2[C:8](=[N:9][CH:10]=[C:11]([CH2:14][C:15]3[CH:16]=[CH:17][C:18]([F:21])=[CH:19][CH:20]=3)[CH:12]=2)[C:7]([OH:22])=[C:6]([C:23]([NH:25][CH2:26][CH2:27][O:28][CH2:29][CH2:30][OH:31])=[O:24])[C:5]1=[O:32])=[O:46]. (5) Given the reactants ClC1C=C(N2C(C3C=CC=C(Cl)C=3)=CC(C(O)=O)=N2)C=CC=1.[Cl:23][C:24]1[CH:25]=[C:26]([N:31]2[C:35]([C:36]3[CH:41]=[C:40](F)[CH:39]=[C:38]([Cl:43])[CH:37]=3)=[CH:34][C:33]([C:44]([N:46]3[CH2:50][C:49](=[O:51])[NH:48][CH2:47]3)=[O:45])=[N:32]2)[CH:27]=[CH:28][C:29]=1F, predict the reaction product. The product is: [Cl:23][C:24]1[CH:25]=[C:26]([N:31]2[C:35]([C:36]3[CH:41]=[CH:40][CH:39]=[C:38]([Cl:43])[CH:37]=3)=[CH:34][C:33]([C:44]([N:46]3[CH2:50][C:49](=[O:51])[NH:48][CH2:47]3)=[O:45])=[N:32]2)[CH:27]=[CH:28][CH:29]=1.